Dataset: Reaction yield outcomes from USPTO patents with 853,638 reactions. Task: Predict the reaction yield, written as a fraction of the theoretical maximum amount of product (1.0 means a 100% yield; for example, 0.34 means a 34% yield). (1) The product is [NH2:1][C:2]1[C:3]([C:20]2[O:21][C:24]([NH2:26])=[N:23][N:22]=2)=[N:4][C:5]([C:8]2[CH:13]=[CH:12][C:11]([S:14]([CH:17]([CH3:19])[CH3:18])(=[O:16])=[O:15])=[CH:10][CH:9]=2)=[CH:6][N:7]=1. The catalyst is ClCCCl. The yield is 0.860. The reactants are [NH2:1][C:2]1[C:3]([C:20]([NH:22][NH:23][C:24]([NH2:26])=S)=[O:21])=[N:4][C:5]([C:8]2[CH:13]=[CH:12][C:11]([S:14]([CH:17]([CH3:19])[CH3:18])(=[O:16])=[O:15])=[CH:10][CH:9]=2)=[CH:6][N:7]=1. (2) The reactants are [N:1]1[CH:6]=[CH:5][CH:4]=[CH:3][C:2]=1[C:7]1[CH:8]=[N:9][NH:10][C:11]=1[NH2:12].[O:13]1[C:17]2[CH:18]=[CH:19][C:20]([C:22](=O)[CH2:23][C:24](OC)=[O:25])=[CH:21][C:16]=2[CH2:15][CH2:14]1. The catalyst is C(O)(=O)C. The product is [O:13]1[C:17]2[CH:18]=[CH:19][C:20]([C:22]3[NH:12][C:11]4[N:10]([N:9]=[CH:8][C:7]=4[C:2]4[CH:3]=[CH:4][CH:5]=[CH:6][N:1]=4)[C:24](=[O:25])[CH:23]=3)=[CH:21][C:16]=2[CH2:15][CH2:14]1. The yield is 0.240. (3) The reactants are Br[C:2]1[CH:12]=[CH:11][C:5]([C:6]([O:8][CH2:9][CH3:10])=[O:7])=[CH:4][N:3]=1.[Br:13][C:14]1[CH:19]=[CH:18][C:17](B(O)O)=[CH:16][CH:15]=1. No catalyst specified. The product is [Br:13][C:14]1[CH:19]=[CH:18][C:17]([C:2]2[CH:12]=[CH:11][C:5]([C:6]([O:8][CH2:9][CH3:10])=[O:7])=[CH:4][N:3]=2)=[CH:16][CH:15]=1. The yield is 0.980. (4) The reactants are [OH:1][N:2]=[C:3](Cl)[C:4]1[CH:8]=[CH:7][S:6][CH:5]=1.[C:10]([O:15][CH2:16][CH3:17])(=[O:14])[C:11]#[C:12][CH3:13]. No catalyst specified. The product is [CH2:16]([O:15][C:10]([C:11]1[C:3]([C:4]2[CH:8]=[CH:7][S:6][CH:5]=2)=[N:2][O:1][C:12]=1[CH3:13])=[O:14])[CH3:17]. The yield is 0.910. (5) The reactants are [CH3:1][O-].[Na+].[N:4]#[C:5][NH2:6].[C:7]([C:11]1[N:12]=[C:13]([N:16]=[C:17]=[S:18])[S:14][CH:15]=1)([CH3:10])([CH3:9])[CH3:8].CI. The catalyst is CO. The product is [C:7]([C:11]1[N:12]=[C:13]([NH:16]/[C:17](/[S:18][CH3:1])=[N:4]/[C:5]#[N:6])[S:14][CH:15]=1)([CH3:10])([CH3:8])[CH3:9]. The yield is 0.320. (6) The yield is 0.580. The product is [F:18][C:13]1[CH:12]=[C:11]([CH2:10][C@@H:9]([OH:23])[C:19]([OH:21])=[O:20])[CH:16]=[CH:15][C:14]=1[F:17]. The reactants are CC(OC(N[C@@H:9]([C:19]([OH:21])=[O:20])[CH2:10][C:11]1[CH:16]=[CH:15][C:14]([F:17])=[C:13]([F:18])[CH:12]=1)=O)(C)C.Cl.[O:23]1CCOCC1. No catalyst specified. (7) The reactants are [NH2:1][C:2]1[C:3]([C:16]2[CH:24]=[CH:23][C:19]([C:20](O)=[O:21])=[C:18]([F:25])[CH:17]=2)=[N:4][C:5]([C@H:8]2[CH2:13][CH2:12][C@H:11]([OH:14])[C@@H:10]([F:15])[CH2:9]2)=[CH:6][N:7]=1.[P:26]([O:45][C:46]([CH3:49])([CH3:48])[CH3:47])([O:40][C:41]([CH3:44])([CH3:43])[CH3:42])([O:28][CH2:29][C@@H:30]([NH2:39])[C:31]1[CH:36]=[C:35]([I:37])[CH:34]=[C:33]([F:38])[CH:32]=1)=[O:27].CCN(C(C)C)C(C)C.CN(C(ON1N=NC2C=CC=NC1=2)=[N+](C)C)C.F[P-](F)(F)(F)(F)F. The catalyst is CN1C(=O)CCC1.C(OCC)(=O)C. The product is [P:26]([O:45][C:46]([CH3:49])([CH3:48])[CH3:47])([O:40][C:41]([CH3:43])([CH3:42])[CH3:44])([O:28][CH2:29][C@@H:30]([NH:39][C:20](=[O:21])[C:19]1[CH:23]=[CH:24][C:16]([C:3]2[C:2]([NH2:1])=[N:7][CH:6]=[C:5]([C@H:8]3[CH2:13][CH2:12][C@H:11]([OH:14])[C@@H:10]([F:15])[CH2:9]3)[N:4]=2)=[CH:17][C:18]=1[F:25])[C:31]1[CH:36]=[C:35]([I:37])[CH:34]=[C:33]([F:38])[CH:32]=1)=[O:27]. The yield is 0.610. (8) The reactants are [O:1]=[C:2]1[N:6]2[CH2:7][CH2:8][N:9](C(OC(C)(C)C)=O)[CH2:10][CH:5]2[CH2:4][N:3]1[C:18]1[CH:19]=[N:20][CH:21]=[CH:22][CH:23]=1.C(OCC)(=O)C.[ClH:30]. No catalyst specified. The product is [ClH:30].[ClH:30].[N:20]1[CH:21]=[CH:22][CH:23]=[C:18]([N:3]2[CH2:4][CH:5]3[CH2:10][NH:9][CH2:8][CH2:7][N:6]3[C:2]2=[O:1])[CH:19]=1. The yield is 0.900. (9) The reactants are [NH2:1][C:2]1[CH:10]=[CH:9][CH:8]=[C:7]2[C:3]=1[C:4](=[O:20])[N:5]([CH:12]1[CH2:17][CH2:16][C:15](=[O:18])[NH:14][C:13]1=[O:19])[C:6]2=[O:11].[C:21](Cl)(=[O:28])[CH2:22][CH2:23][CH2:24][CH2:25][CH2:26][CH3:27]. The catalyst is C1COCC1. The product is [O:19]=[C:13]1[CH:12]([N:5]2[C:4](=[O:20])[C:3]3[C:7](=[CH:8][CH:9]=[CH:10][C:2]=3[NH:1][C:21](=[O:28])[CH2:22][CH2:23][CH2:24][CH2:25][CH2:26][CH3:27])[C:6]2=[O:11])[CH2:17][CH2:16][C:15](=[O:18])[NH:14]1. The yield is 0.790. (10) The reactants are [CH3:1][C:2]1[N:6]([CH:7]([CH3:9])[CH3:8])[C:5]([C:10]2[CH:15]=[CH:14][N:13]=[C:12]([NH:16][CH:17]3[CH2:22][CH2:21][NH:20][CH2:19][CH2:18]3)[N:11]=2)=[CH:4][N:3]=1.[O-:23][C:24]#[N:25].[K+].Cl. The catalyst is C1COCC1.O. The product is [CH3:1][C:2]1[N:6]([CH:7]([CH3:9])[CH3:8])[C:5]([C:10]2[CH:15]=[CH:14][N:13]=[C:12]([NH:16][CH:17]3[CH2:18][CH2:19][N:20]([C:24]([NH2:25])=[O:23])[CH2:21][CH2:22]3)[N:11]=2)=[CH:4][N:3]=1. The yield is 0.830.